Dataset: Forward reaction prediction with 1.9M reactions from USPTO patents (1976-2016). Task: Predict the product of the given reaction. (1) Given the reactants [NH3:1].[Cl:2][C:3]1[C:4]([CH:19]([S:28]([C:31]2[CH:36]=[CH:35][C:34]([Cl:37])=[CH:33][CH:32]=2)(=[O:30])=[O:29])[C:20]2[CH:25]=[C:24]([F:26])[CH:23]=[CH:22][C:21]=2[F:27])=[CH:5][C:6]([NH:9][S:10]([CH2:13][C:14](OCC)=[O:15])(=[O:12])=[O:11])=[N:7][CH:8]=1, predict the reaction product. The product is: [Cl:2][C:3]1[C:4]([CH:19]([S:28]([C:31]2[CH:36]=[CH:35][C:34]([Cl:37])=[CH:33][CH:32]=2)(=[O:30])=[O:29])[C:20]2[CH:25]=[C:24]([F:26])[CH:23]=[CH:22][C:21]=2[F:27])=[CH:5][C:6]([NH:9][S:10]([CH2:13][C:14]([NH2:1])=[O:15])(=[O:12])=[O:11])=[N:7][CH:8]=1. (2) Given the reactants [OH:1][CH:2]1[CH:7]([C:8]2[CH:13]=[CH:12][C:11]([O:14][CH2:15][CH2:16][CH2:17][O:18][CH2:19][C:20]3[CH:25]=[CH:24][CH:23]=[CH:22][C:21]=3[O:26][CH3:27])=[CH:10][CH:9]=2)[CH2:6][CH2:5][N:4]([C:28]([O:30][C:31]([CH3:34])([CH3:33])[CH3:32])=[O:29])[CH2:3]1.Cl[CH2:36][C:37]1[CH:46]=[C:45]2[C:40]([CH:41]=[CH:42][C:43]([O:47][CH2:48][CH2:49][CH2:50][O:51][CH3:52])=[N:44]2)=[CH:39][CH:38]=1, predict the reaction product. The product is: [CH3:27][O:26][C:21]1[CH:22]=[CH:23][CH:24]=[CH:25][C:20]=1[CH2:19][O:18][CH2:17][CH2:16][CH2:15][O:14][C:11]1[CH:12]=[CH:13][C:8]([CH:7]2[CH2:6][CH2:5][N:4]([C:28]([O:30][C:31]([CH3:34])([CH3:33])[CH3:32])=[O:29])[CH2:3][CH:2]2[O:1][CH2:36][C:37]2[CH:46]=[C:45]3[C:40]([CH:41]=[CH:42][C:43]([O:47][CH2:48][CH2:49][CH2:50][O:51][CH3:52])=[N:44]3)=[CH:39][CH:38]=2)=[CH:9][CH:10]=1.